From a dataset of Catalyst prediction with 721,799 reactions and 888 catalyst types from USPTO. Predict which catalyst facilitates the given reaction. (1) Reactant: [CH2:1]([O:8][C:9]1[CH:14]=[CH:13][C:12]([C:15]2[C:20]([N+:21]([O-])=O)=[CH:19][CH:18]=[CH:17][C:16]=2[C:24]2[CH:29]=[CH:28][N:27]=[CH:26][CH:25]=2)=[CH:11][CH:10]=1)[C:2]1[CH:7]=[CH:6][CH:5]=[CH:4][CH:3]=1.Cl[Sn]Cl. Product: [CH2:1]([O:8][C:9]1[CH:10]=[CH:11][C:12]([C:15]2[C:16]([C:24]3[CH:29]=[CH:28][N:27]=[CH:26][CH:25]=3)=[CH:17][CH:18]=[CH:19][C:20]=2[NH2:21])=[CH:13][CH:14]=1)[C:2]1[CH:3]=[CH:4][CH:5]=[CH:6][CH:7]=1. The catalyst class is: 161. (2) Reactant: [O:1]=[C:2]1[CH2:8][CH2:7][CH2:6][CH2:5][CH:4]([NH:9][C:10](=[O:16])[O:11][C:12]([CH3:15])([CH3:14])[CH3:13])[CH2:3]1.[BH4-].[Na+]. Product: [OH:1][CH:2]1[CH2:8][CH2:7][CH2:6][CH2:5][CH:4]([NH:9][C:10](=[O:16])[O:11][C:12]([CH3:14])([CH3:13])[CH3:15])[CH2:3]1. The catalyst class is: 24. (3) Reactant: [NH2:1][C:2]1[CH:11]=[CH:10][CH:9]=[C:8]2[C:3]=1[CH:4]=[CH:5][N:6]([C@H:13]([CH3:17])[C:14]([NH2:16])=[O:15])[C:7]2=[O:12].CN(C)C=O.[Cl:23][C:24]1[CH:29]=[CH:28][C:27]([CH:30]([CH3:34])[C:31](O)=[O:32])=[CH:26][C:25]=1[C:35]([F:38])([F:37])[F:36].F[P-](F)(F)(F)(F)F.C[N+](C)=C(N(C)C)ON1C2N=CC=CC=2N=N1.C(N(CC)C(C)C)(C)C. Product: [NH2:16][C:14](=[O:15])[C@H:13]([N:6]1[CH:5]=[CH:4][C:3]2[C:8](=[CH:9][CH:10]=[CH:11][C:2]=2[NH:1][C:31](=[O:32])[CH:30]([C:27]2[CH:28]=[CH:29][C:24]([Cl:23])=[C:25]([C:35]([F:36])([F:37])[F:38])[CH:26]=2)[CH3:34])[C:7]1=[O:12])[CH3:17]. The catalyst class is: 25. (4) Reactant: [CH:1]1[C:13]2[CH:12]([CH2:14][CH2:15][CH:16]3[C:28]4[CH:27]=[CH:26][CH:25]=[CH:24][C:23]=4[C:22]4[C:17]3=[CH:18][CH:19]=[CH:20][CH:21]=4)[C:11]3[C:6](=[CH:7][CH:8]=[CH:9][CH:10]=3)[C:5]=2[CH:4]=[CH:3][CH:2]=1.[OH-:29].[CH2:30]([N+](C)(C)C)[C:31]1[CH:36]=CC=C[CH:32]=1.[C:41]([O:46][CH3:47])(=[O:45])[C:42]([CH3:44])=[CH2:43].Cl.CN(C)[CH:51]=[O:52]. Product: [CH3:51][O:52][C:36]([CH:31]([CH3:30])[CH2:32][C:12]1([CH2:14][CH2:15][C:16]2([CH2:43][CH:42]([C:41]([O:46][CH3:47])=[O:45])[CH3:44])[C:28]3[CH:27]=[CH:26][CH:25]=[CH:24][C:23]=3[C:22]3[C:17]2=[CH:18][CH:19]=[CH:20][CH:21]=3)[C:13]2[CH:1]=[CH:2][CH:3]=[CH:4][C:5]=2[C:6]2[C:11]1=[CH:10][CH:9]=[CH:8][CH:7]=2)=[O:29]. The catalyst class is: 6. (5) Reactant: OO.[OH:3][N:4]1[C:9]([CH3:11])([CH3:10])[CH2:8][CH:7]([CH2:12][CH2:13][CH2:14][CH2:15][NH:16][C:17]2[N:22]=[C:21]([NH:23][CH2:24][CH2:25][CH2:26][CH2:27][CH:28]3[CH2:33][C:32]([CH3:35])([CH3:34])[N:31]([OH:36])[C:30]([CH3:38])([CH3:37])[CH2:29]3)[N:20]=[C:19]([NH:39][CH2:40][CH2:41][CH2:42][CH2:43][CH:44]3[CH2:49][C:48]([CH3:51])([CH3:50])[N:47]([OH:52])[C:46]([CH3:54])([CH3:53])[CH2:45]3)[N:18]=2)[CH2:6][C:5]1([CH3:56])[CH3:55].S([O-])([O-])=O.[Na+].[Na+].[C:63]([OH:67])([CH3:66])([CH3:65])[CH3:64]. Product: [OH:67][C:63]([CH3:66])([CH3:65])[CH2:64][O:52][N:47]1[C:46]([CH3:54])([CH3:53])[CH2:45][CH:44]([CH2:43][CH2:42][CH2:41][CH2:40][NH:39][C:19]2[N:18]=[C:17]([NH:16][CH2:15][CH2:14][CH2:13][CH2:12][CH:7]3[CH2:6][C:5]([CH3:56])([CH3:55])[N:4]([O:3][CH2:64][C:63]([CH3:66])([OH:67])[CH3:65])[C:9]([CH3:11])([CH3:10])[CH2:8]3)[N:22]=[C:21]([NH:23][CH2:24][CH2:25][CH2:26][CH2:27][CH:28]3[CH2:33][C:32]([CH3:34])([CH3:35])[N:31]([O:36][CH2:64][C:63]([CH3:66])([OH:67])[CH3:65])[C:30]([CH3:38])([CH3:37])[CH2:29]3)[N:20]=2)[CH2:49][C:48]1([CH3:51])[CH3:50]. The catalyst class is: 69. (6) Product: [CH:1]1([N:7]2[CH2:27][CH2:26][C:9]3([N:13]([CH2:14][C:15]4[CH:20]=[CH:19][C:18]([C:30]5[CH:31]=[CH:32][C:33]([C:36]([NH:38][CH:39]([CH3:41])[CH3:40])=[O:37])=[N:34][CH:35]=5)=[C:17]([F:24])[CH:16]=4)[CH2:12][C@H:11]([OH:25])[CH2:10]3)[C:8]2=[O:28])[CH2:6][CH2:5][CH2:4][CH2:3][CH2:2]1. Reactant: [CH:1]1([N:7]2[CH2:27][CH2:26][C:9]3([N:13]([CH2:14][C:15]4[CH:20]=[CH:19][C:18](B(O)O)=[C:17]([F:24])[CH:16]=4)[CH2:12][C@H:11]([OH:25])[CH2:10]3)[C:8]2=[O:28])[CH2:6][CH2:5][CH2:4][CH2:3][CH2:2]1.Br[C:30]1[CH:31]=[CH:32][C:33]([C:36]([NH:38][CH:39]([CH3:41])[CH3:40])=[O:37])=[N:34][CH:35]=1.CN(C=O)C.C(Cl)Cl.C(=O)([O-])[O-].[K+].[K+]. The catalyst class is: 140. (7) Reactant: C(Cl)(=O)C(Cl)=O.[CH3:7][C:8]1[CH:9]=[C:10]([NH:14][C:15]2[S:16][C:17]([C:26]([OH:28])=O)=[C:18]([C:20]3[CH:25]=[CH:24][N:23]=[CH:22][CH:21]=3)[N:19]=2)[CH:11]=[CH:12][CH:13]=1.[CH3:29][N:30]([CH3:34])[CH2:31][CH2:32][NH2:33]. Product: [CH3:29][N:30]([CH3:34])[CH2:31][CH2:32][NH:33][C:26]([C:17]1[S:16][C:15]([NH:14][C:10]2[CH:11]=[CH:12][CH:13]=[C:8]([CH3:7])[CH:9]=2)=[N:19][C:18]=1[C:20]1[CH:21]=[CH:22][N:23]=[CH:24][CH:25]=1)=[O:28]. The catalyst class is: 85. (8) Reactant: [C:1]1([C:7]2([CH2:13][C:14]([NH2:16])=[NH:15])[CH2:12][CH2:11][CH2:10][CH2:9][CH2:8]2)[CH:6]=[CH:5][CH:4]=[CH:3][CH:2]=1.C[O:18][C:19](=O)/[C:20](/[O:30][CH2:31][C:32]1[CH:37]=[CH:36][CH:35]=[CH:34][CH:33]=1)=[C:21](\O)/[C:22]([O:24][C:25]([CH3:28])([CH3:27])[CH3:26])=[O:23].C[O-].[Na+]. Product: [C:25]([O:24][C:22]([C:21]1[C:20]([O:30][CH2:31][C:32]2[CH:37]=[CH:36][CH:35]=[CH:34][CH:33]=2)=[C:19]([OH:18])[N:16]=[C:14]([CH2:13][C:7]2([C:1]3[CH:6]=[CH:5][CH:4]=[CH:3][CH:2]=3)[CH2:12][CH2:11][CH2:10][CH2:9][CH2:8]2)[N:15]=1)=[O:23])([CH3:28])([CH3:26])[CH3:27]. The catalyst class is: 138.